This data is from Forward reaction prediction with 1.9M reactions from USPTO patents (1976-2016). The task is: Predict the product of the given reaction. (1) Given the reactants [N:1]([CH2:4][C:5]1[CH:10]=[CH:9][C:8]([Br:11])=[C:7]([F:12])[C:6]=1[F:13])=[N+]=[N-].C1C=CC(P(C2C=CC=CC=2)C2C=CC=CC=2)=CC=1.O, predict the reaction product. The product is: [Br:11][C:8]1[CH:9]=[CH:10][C:5]([CH2:4][NH2:1])=[C:6]([F:13])[C:7]=1[F:12]. (2) Given the reactants [Cl:1][C:2]1[C:10]2[N:9]=[C:8]3[N:11]([C:15]4[CH:20]=[CH:19][C:18]([Cl:21])=[CH:17][C:16]=4[Cl:22])[CH2:12][CH2:13][CH2:14][N:7]3[C:6]=2[C:5]([CH2:23]SCC)=[CH:4][CH:3]=1.Cl[C:28]1C=CC=C(C(OO)=O)[CH:29]=1.[S:38]([O-:42])([O-])(=[O:40])=S.[Na+].[Na+], predict the reaction product. The product is: [Cl:1][C:2]1[C:10]2[N:9]=[C:8]3[N:11]([C:15]4[CH:20]=[CH:19][C:18]([Cl:21])=[CH:17][C:16]=4[Cl:22])[CH2:12][CH2:13][CH2:14][N:7]3[C:6]=2[C:5]([CH2:23][S:38]([CH2:28][CH3:29])(=[O:42])=[O:40])=[CH:4][CH:3]=1. (3) Given the reactants C(Cl)CCl.ClC(Cl)C(O)=O.[NH2:11][C:12](=[O:39])[CH:13]([OH:38])[CH:14]([NH:22][C:23]([C@H:25]1[CH2:29][CH2:28][C:27](=[O:30])[N:26]1[CH2:31][C:32]1[CH:37]=[CH:36][CH:35]=[CH:34][CH:33]=1)=[O:24])[CH2:15][C:16]1[CH:21]=[CH:20][CH:19]=[CH:18][CH:17]=1.C(OCC)(=O)C, predict the reaction product. The product is: [NH2:11][C:12](=[O:39])[C:13](=[O:38])[CH:14]([NH:22][C:23]([C@H:25]1[CH2:29][CH2:28][C:27](=[O:30])[N:26]1[CH2:31][C:32]1[CH:33]=[CH:34][CH:35]=[CH:36][CH:37]=1)=[O:24])[CH2:15][C:16]1[CH:17]=[CH:18][CH:19]=[CH:20][CH:21]=1. (4) The product is: [OH:1][C:2]1[CH:3]=[CH:4][CH:5]=[C:6]2[C:11]=1[CH:10]=[CH:9][C:8]1[CH:14]([C:16]3[CH:21]=[CH:20][CH:19]=[CH:18][CH:17]=3)[C:13](=[O:22])[O:12][C:7]=12. Given the reactants [OH:1][C:2]1[C:11]2[C:6](=[C:7]([OH:12])[CH:8]=[CH:9][CH:10]=2)[CH:5]=[CH:4][CH:3]=1.[C:13](O)(=[O:22])[CH:14]([C:16]1[CH:21]=[CH:20][CH:19]=[CH:18][CH:17]=1)O, predict the reaction product. (5) Given the reactants COC1C([N+]([O-])=O)=CC=CC=1C=O.C(NC(C1CCNCC1)=O)(C)(C)C.[C:27]([NH:31][C:32]([CH:34]1[CH2:39][CH2:38][N:37]([CH2:40][C:41]2[CH:46]=[CH:45][CH:44]=[C:43]([N+:47]([O-])=O)[C:42]=2[O:50][CH3:51])[CH2:36][CH2:35]1)=[O:33])([CH3:30])([CH3:29])[CH3:28], predict the reaction product. The product is: [C:27]([NH:31][C:32]([CH:34]1[CH2:35][CH2:36][N:37]([CH2:40][C:41]2[CH:46]=[CH:45][CH:44]=[C:43]([NH2:47])[C:42]=2[O:50][CH3:51])[CH2:38][CH2:39]1)=[O:33])([CH3:30])([CH3:29])[CH3:28]. (6) Given the reactants [C:1]([N:8]1[CH2:13][CH2:12][C:11]([CH3:25])([C:14]2[CH:19]=[CH:18][CH:17]=[C:16]([C:20]3[O:24][CH:23]=[N:22][CH:21]=3)[CH:15]=2)[CH:10]([CH3:26])[CH2:9]1)(=O)[CH2:2][CH2:3][CH2:4][CH2:5][CH3:6].[H-].[Al+3].[Li+].[H-].[H-].[H-], predict the reaction product. The product is: [CH2:1]([N:8]1[CH2:13][CH2:12][C:11]([CH3:25])([C:14]2[CH:19]=[CH:18][CH:17]=[C:16]([C:20]3[O:24][CH:23]=[N:22][CH:21]=3)[CH:15]=2)[CH:10]([CH3:26])[CH2:9]1)[CH2:2][CH2:3][CH2:4][CH2:5][CH3:6]. (7) Given the reactants [S:1]1[CH:5]=[CH:4][C:3]2[CH:6]=[C:7]([C:10]3[N:15]4[N:16]=[C:17]([C:19]([CH3:22])([CH3:21])[CH3:20])[CH:18]=[C:14]4[N:13]=[C:12]([CH3:23])[C:11]=3[CH:24]([CH2:29][CH2:30][CH3:31])[C:25]([O:27]C)=[O:26])[CH:8]=[CH:9][C:2]1=2.[OH-].[Na+], predict the reaction product. The product is: [S:1]1[CH:5]=[CH:4][C:3]2[CH:6]=[C:7]([C:10]3[N:15]4[N:16]=[C:17]([C:19]([CH3:20])([CH3:21])[CH3:22])[CH:18]=[C:14]4[N:13]=[C:12]([CH3:23])[C:11]=3[CH:24]([CH2:29][CH2:30][CH3:31])[C:25]([OH:27])=[O:26])[CH:8]=[CH:9][C:2]1=2. (8) Given the reactants C([O:4][C@@H:5]1[C@H:9]([O:10]C(=O)C)[C@@H:8]([C:14]#[CH:15])[O:7][C@H:6]1[N:16]1[CH:24]=[N:23][C:22]2[C:17]1=[N:18][CH:19]=[N:20][C:21]=2Cl)(=O)C.[CH:26]1([NH2:29])[CH2:28][CH2:27]1, predict the reaction product. The product is: [CH:26]1([NH:29][C:21]2[N:20]=[CH:19][N:18]=[C:17]3[C:22]=2[N:23]=[CH:24][N:16]3[C@H:6]2[C@H:5]([OH:4])[C@H:9]([OH:10])[C@@H:8]([C:14]#[CH:15])[O:7]2)[CH2:28][CH2:27]1. (9) Given the reactants [C:1](#[N:3])[CH3:2].C[Si]([N-][Si](C)(C)C)(C)C.[Li+].C[O:15][C:16]([C:18]1[O:19][C:20]([CH2:23][O:24][CH3:25])=[CH:21][CH:22]=1)=O.Cl, predict the reaction product. The product is: [CH3:25][O:24][CH2:23][C:20]1[O:19][C:18]([C:16](=[O:15])[CH2:2][C:1]#[N:3])=[CH:22][CH:21]=1. (10) The product is: [CH3:16][C:2]1([CH3:17])[S:24][C:20]2=[N:21][N:22]=[CH:23][N:19]2[N:18]=[C:3]1[C:5]1[CH:6]=[CH:7][C:8]2[O:13][CH2:12][C:11](=[O:14])[NH:10][C:9]=2[CH:15]=1. Given the reactants Br[C:2]([CH3:17])([CH3:16])[C:3]([C:5]1[CH:6]=[CH:7][C:8]2[O:13][CH2:12][C:11](=[O:14])[NH:10][C:9]=2[CH:15]=1)=O.[NH2:18][N:19]1[CH:23]=[N:22][N:21]=[C:20]1[SH:24], predict the reaction product.